Dataset: NCI-60 drug combinations with 297,098 pairs across 59 cell lines. Task: Regression. Given two drug SMILES strings and cell line genomic features, predict the synergy score measuring deviation from expected non-interaction effect. (1) Drug 1: CC(CN1CC(=O)NC(=O)C1)N2CC(=O)NC(=O)C2. Drug 2: C1=CC(=CC=C1C#N)C(C2=CC=C(C=C2)C#N)N3C=NC=N3. Cell line: K-562. Synergy scores: CSS=27.8, Synergy_ZIP=-1.59, Synergy_Bliss=5.47, Synergy_Loewe=6.78, Synergy_HSA=6.36. (2) Drug 1: CC1CCC2CC(C(=CC=CC=CC(CC(C(=O)C(C(C(=CC(C(=O)CC(OC(=O)C3CCCCN3C(=O)C(=O)C1(O2)O)C(C)CC4CCC(C(C4)OC)OP(=O)(C)C)C)C)O)OC)C)C)C)OC. Drug 2: CC(C)(C#N)C1=CC=C(C=C1)N2C3=C4C=C(C=CC4=NC=C3N(C2=O)C)C5=CC6=CC=CC=C6N=C5. Cell line: T-47D. Synergy scores: CSS=68.9, Synergy_ZIP=22.2, Synergy_Bliss=22.5, Synergy_Loewe=23.1, Synergy_HSA=25.2. (3) Drug 1: CC1=C(C=C(C=C1)NC2=NC=CC(=N2)N(C)C3=CC4=NN(C(=C4C=C3)C)C)S(=O)(=O)N.Cl. Drug 2: C1=CC(=CC=C1CCCC(=O)O)N(CCCl)CCCl. Cell line: UACC-257. Synergy scores: CSS=2.70, Synergy_ZIP=-3.36, Synergy_Bliss=-3.31, Synergy_Loewe=-5.65, Synergy_HSA=-4.04. (4) Drug 1: CC(CN1CC(=O)NC(=O)C1)N2CC(=O)NC(=O)C2. Drug 2: C1=CC(=CC=C1CC(C(=O)O)N)N(CCCl)CCCl.Cl. Cell line: UACC62. Synergy scores: CSS=25.8, Synergy_ZIP=2.22, Synergy_Bliss=6.86, Synergy_Loewe=8.45, Synergy_HSA=9.33. (5) Drug 1: C1CN1P(=S)(N2CC2)N3CC3. Drug 2: C1=NC2=C(N=C(N=C2N1C3C(C(C(O3)CO)O)F)Cl)N. Cell line: A498. Synergy scores: CSS=4.96, Synergy_ZIP=-3.75, Synergy_Bliss=-1.56, Synergy_Loewe=-3.13, Synergy_HSA=-2.68. (6) Drug 1: COC1=C2C(=CC3=C1OC=C3)C=CC(=O)O2. Drug 2: C(CN)CNCCSP(=O)(O)O. Cell line: UO-31. Synergy scores: CSS=-2.52, Synergy_ZIP=8.82, Synergy_Bliss=1.98, Synergy_Loewe=-4.22, Synergy_HSA=-4.57.